This data is from Forward reaction prediction with 1.9M reactions from USPTO patents (1976-2016). The task is: Predict the product of the given reaction. (1) Given the reactants Br[CH2:2][C:3](=O)[C@@H:4]([NH:17][C:18]([O:20][C:21]([CH3:24])([CH3:23])[CH3:22])=[O:19])[C@@H:5]([CH3:16])[C:6]([O:8][CH2:9][C:10]1[CH:15]=[CH:14][CH:13]=[CH:12][CH:11]=1)=[O:7].[NH2:26][C:27]1[N:32]=[CH:31][C:30]([C:33]2[CH:40]=[CH:39][C:36]([C:37]#[N:38])=[CH:35][CH:34]=2)=[CH:29][CH:28]=1, predict the reaction product. The product is: [C:21]([O:20][C:18]([NH:17][C@H:4]([C:3]1[N:26]=[C:27]2[CH:28]=[CH:29][C:30]([C:33]3[CH:40]=[CH:39][C:36]([C:37]#[N:38])=[CH:35][CH:34]=3)=[CH:31][N:32]2[CH:2]=1)[C@@H:5]([CH3:16])[C:6]([O:8][CH2:9][C:10]1[CH:15]=[CH:14][CH:13]=[CH:12][CH:11]=1)=[O:7])=[O:19])([CH3:24])([CH3:23])[CH3:22]. (2) Given the reactants [NH2:1][CH:2]([C:5]1[CH:10]=[CH:9][CH:8]=[C:7]([Cl:11])[CH:6]=1)[CH2:3][OH:4].[N:12]([C:15]1[CH:20]=[CH:19][C:18]([C:21]2[N:25]=[CH:24][N:23]([C:26]3[CH:31]=[CH:30][C:29]([O:32][C:33]([F:36])([F:35])[F:34])=[CH:28][CH:27]=3)[N:22]=2)=[CH:17][CH:16]=1)=[C:13]=[S:14], predict the reaction product. The product is: [Cl:11][C:7]1[CH:6]=[C:5]([CH:2]([NH:1][C:13]([NH:12][C:15]2[CH:16]=[CH:17][C:18]([C:21]3[N:25]=[CH:24][N:23]([C:26]4[CH:31]=[CH:30][C:29]([O:32][C:33]([F:36])([F:34])[F:35])=[CH:28][CH:27]=4)[N:22]=3)=[CH:19][CH:20]=2)=[S:14])[CH2:3][OH:4])[CH:10]=[CH:9][CH:8]=1. (3) Given the reactants Br[C:2]1[CH:3]=[CH:4][CH:5]=[C:6]2[C:11]=1[N:10]=[C:9]([Cl:12])[CH:8]=[CH:7]2.C([Li])CCC.[C:18](=[O:20])=[O:19].O, predict the reaction product. The product is: [Cl:12][C:9]1[CH:8]=[CH:7][C:6]2[C:11](=[C:2]([C:18]([OH:20])=[O:19])[CH:3]=[CH:4][CH:5]=2)[N:10]=1.